From a dataset of Full USPTO retrosynthesis dataset with 1.9M reactions from patents (1976-2016). Predict the reactants needed to synthesize the given product. The reactants are: Cl[C:2]1[N:7]=[C:6]([CH2:8][CH2:9][C:10]2[CH:15]=[CH:14][CH:13]=[CH:12][C:11]=2[C:16]2([C:19]([NH2:21])=[O:20])[CH2:18][CH2:17]2)[C:5]([CH3:22])=[CH:4][N:3]=1.[NH2:23][C:24]1[CH:25]=[N:26][N:27]([CH:29]2[CH2:34][CH2:33][N:32]([C:35]([O:37][C:38]([CH3:41])([CH3:40])[CH3:39])=[O:36])[CH2:31][CH2:30]2)[CH:28]=1.CC1(C)C2C(=C(P(C3C=CC=CC=3)C3C=CC=CC=3)C=CC=2)OC2C(P(C3C=CC=CC=3)C3C=CC=CC=3)=CC=CC1=2.C([O-])([O-])=O.[Cs+].[Cs+]. Given the product [C:19]([C:16]1([C:11]2[CH:12]=[CH:13][CH:14]=[CH:15][C:10]=2[CH2:9][CH2:8][C:6]2[C:5]([CH3:22])=[CH:4][N:3]=[C:2]([NH:23][C:24]3[CH:25]=[N:26][N:27]([CH:29]4[CH2:30][CH2:31][N:32]([C:35]([O:37][C:38]([CH3:41])([CH3:40])[CH3:39])=[O:36])[CH2:33][CH2:34]4)[CH:28]=3)[N:7]=2)[CH2:18][CH2:17]1)(=[O:20])[NH2:21], predict the reactants needed to synthesize it.